From a dataset of Forward reaction prediction with 1.9M reactions from USPTO patents (1976-2016). Predict the product of the given reaction. Given the reactants Cl[C:2]1[N:3]=[N:4][C:5]([CH3:8])=[CH:6][CH:7]=1.[Cl:9][C:10]1[CH:15]=[CH:14][CH:13]=[CH:12][C:11]=1B(O)O.O1CCOCC1.C([O-])([O-])=O.[Na+].[Na+], predict the reaction product. The product is: [Cl:9][C:10]1[CH:15]=[CH:14][CH:13]=[CH:12][C:11]=1[C:2]1[N:3]=[N:4][C:5]([CH3:8])=[CH:6][CH:7]=1.